The task is: Predict the reaction yield, written as a fraction of the theoretical maximum amount of product (1.0 means a 100% yield; for example, 0.34 means a 34% yield).. This data is from Reaction yield outcomes from USPTO patents with 853,638 reactions. (1) The reactants are C(NC(C)C)(C)C.C([Li])CCC.[Li+].CC([N-]C(C)C)C.[CH2:21]([N:23]1[C:31]2[C:26](=[CH:27][CH:28]=[C:29]([O:32][CH3:33])[CH:30]=2)[C:25]([C:34]#[N:35])=[CH:24]1)[CH3:22].[CH2:36]([Sn:40](I)([CH2:45][CH2:46][CH2:47][CH3:48])[CH2:41][CH2:42][CH2:43][CH3:44])[CH2:37][CH2:38][CH3:39]. The catalyst is C1COCC1. The product is [CH2:21]([N:23]1[C:31]2[C:26](=[CH:27][CH:28]=[C:29]([O:32][CH3:33])[CH:30]=2)[C:25]([C:34]#[N:35])=[C:24]1[Sn:40]([CH2:41][CH2:42][CH2:43][CH3:44])([CH2:45][CH2:46][CH2:47][CH3:48])[CH2:36][CH2:37][CH2:38][CH3:39])[CH3:22]. The yield is 0.980. (2) The reactants are C([O:3][C:4](=[O:33])[CH2:5][CH2:6][C:7]1[N:8]([C:23]2[CH:28]=[CH:27][C:26]([C:29](=[O:31])N)=[CH:25][C:24]=2[CH3:32])[C:9]([C:12]2[CH:17]=[CH:16][C:15]([C:18]3[N:19]=[N:20][NH:21][N:22]=3)=[CH:14][CH:13]=2)=[CH:10][CH:11]=1)C.[OH-:34].[Na+]. The catalyst is CO. The product is [N:19]1[NH:20][N:21]=[N:22][C:18]=1[C:15]1[CH:16]=[CH:17][C:12]([C:9]2[N:8]([C:23]3[CH:28]=[CH:27][C:26]([C:29]([OH:34])=[O:31])=[CH:25][C:24]=3[CH3:32])[C:7]([CH2:6][CH2:5][C:4]([OH:3])=[O:33])=[CH:11][CH:10]=2)=[CH:13][CH:14]=1. The yield is 0.650. (3) The reactants are [C:1]([O:5][C:6]([N:8]1[CH2:12][CH2:11][CH2:10][CH:9]1[C:13]1[NH:14][C:15]([C:18]2[CH:23]=[CH:22][C:21](Br)=[CH:20][CH:19]=2)=[CH:16][N:17]=1)=[O:7])([CH3:4])([CH3:3])[CH3:2].B1(B2OC(C)(C)C(C)(C)O2)OC(C)(C)C(C)(C)O1.CC([O-])=O.[K+].[C:48]([O:52][C:53]([N:55]1[CH2:59][CH2:58][CH2:57][CH:56]1[C:60]1[NH:61][C:62]([C:65]2[CH:74]=[CH:73][C:72]3[C:67](=[CH:68][CH:69]=[C:70](Br)[CH:71]=3)[CH:66]=2)=[CH:63][N:64]=1)=[O:54])([CH3:51])([CH3:50])[CH3:49].[O-]P([O-])([O-])=O.[K+].[K+].[K+]. The catalyst is O1CCOCC1.C1C=CC(P(C2C=CC=CC=2)[C-]2C=CC=C2)=CC=1.C1C=CC(P(C2C=CC=CC=2)[C-]2C=CC=C2)=CC=1.Cl[Pd]Cl.[Fe+2]. The product is [C:48]([O:52][C:53]([N:55]1[CH2:59][CH2:58][CH2:57][CH:56]1[C:60]1[NH:61][C:62]([C:65]2[CH:74]=[CH:73][C:72]3[C:67](=[CH:68][CH:69]=[C:70]([C:21]4[CH:20]=[CH:19][C:18]([C:15]5[NH:14][C:13]([CH:9]6[CH2:10][CH2:11][CH2:12][N:8]6[C:6]([O:5][C:1]([CH3:4])([CH3:3])[CH3:2])=[O:7])=[N:17][CH:16]=5)=[CH:23][CH:22]=4)[CH:71]=3)[CH:66]=2)=[CH:63][N:64]=1)=[O:54])([CH3:51])([CH3:50])[CH3:49]. The yield is 0.100.